From a dataset of Reaction yield outcomes from USPTO patents with 853,638 reactions. Predict the reaction yield, written as a fraction of the theoretical maximum amount of product (1.0 means a 100% yield; for example, 0.34 means a 34% yield). The reactants are [F:1][C:2]1[CH:3]=[C:4]([F:12])[C:5]2[O:9][CH:8]=[C:7]([CH3:10])[C:6]=2[CH:11]=1.[CH:13]1([C:18](Cl)=[O:19])[CH2:17][CH2:16][CH2:15][CH2:14]1.[Cl-].[Al+3].[Cl-].[Cl-].O. The catalyst is [N+](C)([O-])=O. The yield is 0.800. The product is [CH:13]1([C:18]([C:8]2[O:9][C:5]3[C:4]([F:12])=[CH:3][C:2]([F:1])=[CH:11][C:6]=3[C:7]=2[CH3:10])=[O:19])[CH2:17][CH2:16][CH2:15][CH2:14]1.